Dataset: Full USPTO retrosynthesis dataset with 1.9M reactions from patents (1976-2016). Task: Predict the reactants needed to synthesize the given product. (1) Given the product [C:10]([C:9]1[CH:8]=[C:7]([C:14]([CH3:17])([CH3:16])[CH3:15])[CH:6]=[C:5]([OH:18])[C:4]=1[CH:3]=[O:29])([CH3:13])([CH3:12])[CH3:11], predict the reactants needed to synthesize it. The reactants are: Cl.N[CH2:3][C:4]1[C:9]([C:10]([CH3:13])([CH3:12])[CH3:11])=[CH:8][C:7]([C:14]([CH3:17])([CH3:16])[CH3:15])=[CH:6][C:5]=1[OH:18].C1N2CN3CN(C2)CN1C3.[OH2:29].Cl. (2) The reactants are: [C:1]1([CH3:7])[CH:6]=[CH:5][CH:4]=[CH:3][CH:2]=1.[C:8]1(=[O:14])[O:13][C:11](=[O:12])[CH:10]=[CH:9]1. Given the product [C:1]1([CH3:7])[CH:6]=[CH:5][CH:4]=[CH:3][CH:2]=1.[C:11]1(=[O:12])[O:13][C:8](=[O:14])[CH:9]=[CH:10]1, predict the reactants needed to synthesize it. (3) Given the product [F:1][C:2]([F:13])([F:14])[C:3]([NH:5][C:6]1[CH:12]=[CH:11][C:9]([NH:10][C:22](=[O:23])[O:24][CH2:25][C:26]([Cl:29])([Cl:28])[Cl:27])=[CH:8][CH:7]=1)=[O:4], predict the reactants needed to synthesize it. The reactants are: [F:1][C:2]([F:14])([F:13])[C:3]([NH:5][C:6]1[CH:12]=[CH:11][C:9]([NH2:10])=[CH:8][CH:7]=1)=[O:4].N1C=CC=CC=1.Cl[C:22]([O:24][CH2:25][C:26]([Cl:29])([Cl:28])[Cl:27])=[O:23]. (4) Given the product [CH:33]1([C:24]2[C:25]([O:31][CH3:32])=[CH:26][CH:27]=[C:28]3[C:23]=2[N:22]=[C:21]([NH:20][C:17]2[CH:18]=[CH:19][C:14]([N:11]4[CH2:12][CH2:13][NH:8][CH2:9][CH2:10]4)=[CH:15][N:16]=2)[N:30]=[CH:29]3)[CH2:34][CH2:35][CH2:36][CH2:37]1, predict the reactants needed to synthesize it. The reactants are: C(OC([N:8]1[CH2:13][CH2:12][N:11]([C:14]2[CH:15]=[N:16][C:17]([NH:20][C:21]3[N:30]=[CH:29][C:28]4[C:23](=[C:24]([CH:33]5[CH2:37][CH2:36][CH2:35][CH2:34]5)[C:25]([O:31][CH3:32])=[CH:26][CH:27]=4)[N:22]=3)=[CH:18][CH:19]=2)[CH2:10][CH2:9]1)=O)(C)(C)C.FC(F)(F)C(O)=O. (5) Given the product [C:8]([O:25][CH:24]1[C:18]2[CH:17]=[CH:16][CH:15]=[CH:14][C:19]=2[CH2:20][CH2:21][CH2:22][CH2:23]1)(=[O:12])[C:9]([CH3:11])=[CH2:10], predict the reactants needed to synthesize it. The reactants are: C(N(CC)CC)C.[C:8](Cl)(=[O:12])[C:9]([CH3:11])=[CH2:10].[CH:14]1[C:19]2[CH2:20][CH2:21][CH2:22][CH2:23][CH:24]([OH:25])[C:18]=2[CH:17]=[CH:16][CH:15]=1.